From a dataset of hERG potassium channel inhibition data for cardiac toxicity prediction from Karim et al.. Regression/Classification. Given a drug SMILES string, predict its toxicity properties. Task type varies by dataset: regression for continuous values (e.g., LD50, hERG inhibition percentage) or binary classification for toxic/non-toxic outcomes (e.g., AMES mutagenicity, cardiotoxicity, hepatotoxicity). Dataset: herg_karim. The compound is CCN1CCN(c2cc3[nH]c(S[C@]4(C)CC[C@H](NC(=O)OC)CC4)nc3cc2Cl)CC1. The result is 1 (blocker).